Predict the reaction yield, written as a fraction of the theoretical maximum amount of product (1.0 means a 100% yield; for example, 0.34 means a 34% yield). From a dataset of Reaction yield outcomes from USPTO patents with 853,638 reactions. (1) The reactants are C(OC(=O)C(=N[NH:8][C:9]1[CH:14]=[C:13]([Cl:15])[CH:12]=[CH:11][C:10]=1[F:16])C)C.[C:18]1(C)C=CC(S(O)(=O)=O)=C[CH:19]=1.O.[C:30](=[O:33])(O)[O-:31].[Na+].[C:35]1(C)C=CC=C[CH:36]=1. No catalyst specified. The product is [CH2:35]([O:31][C:30]([C:18]1[NH:8][C:9]2[C:14]([CH:19]=1)=[C:13]([Cl:15])[CH:12]=[CH:11][C:10]=2[F:16])=[O:33])[CH3:36]. The yield is 0.230. (2) The reactants are C(=O)([O-])[O-].[K+].[K+].[CH2:7]([O:9][C:10]([C:12]1[N:13]=[C:14]([CH2:17]Br)[S:15][CH:16]=1)=[O:11])[CH3:8].[I:19][C:20]1[CH:25]=[CH:24][C:23]([OH:26])=[CH:22][CH:21]=1. The catalyst is CC(C)=O. The product is [CH2:7]([O:9][C:10]([C:12]1[N:13]=[C:14]([CH2:17][O:26][C:23]2[CH:24]=[CH:25][C:20]([I:19])=[CH:21][CH:22]=2)[S:15][CH:16]=1)=[O:11])[CH3:8]. The yield is 0.650.